This data is from Catalyst prediction with 721,799 reactions and 888 catalyst types from USPTO. The task is: Predict which catalyst facilitates the given reaction. (1) Reactant: [C:1]([C:3]1[CH:8]=[CH:7][CH:6]=[CH:5][C:4]=1[C:9]1[CH:14]=[CH:13][C:12]([CH2:15][C:16]2[C:17](=[O:41])[N:18]([C@H:28]3[CH2:33][CH2:32][C@H:31]([O:34][CH2:35]C(OCC)=O)[CH2:30][CH2:29]3)[C:19]3[N:20]([N:25]=[CH:26][CH:27]=3)[C:21]=2[CH2:22][CH2:23][CH3:24])=[CH:11][C:10]=1[O:42][CH3:43])#[N:2].[CH3:44][Mg]Br.C([O:50][CH2:51][CH3:52])(=O)C. Product: [OH:50][C:51]([CH3:52])([CH3:44])[CH2:35][O:34][C@H:31]1[CH2:32][CH2:33][C@H:28]([N:18]2[C:17](=[O:41])[C:16]([CH2:15][C:12]3[CH:13]=[CH:14][C:9]([C:4]4[C:3]([C:1]#[N:2])=[CH:8][CH:7]=[CH:6][CH:5]=4)=[C:10]([O:42][CH3:43])[CH:11]=3)=[C:21]([CH2:22][CH2:23][CH3:24])[N:20]3[N:25]=[CH:26][CH:27]=[C:19]23)[CH2:29][CH2:30]1. The catalyst class is: 7. (2) Reactant: Cl.C(OC([N:9]1[CH2:14][CH2:13][C@@H:12]([N:15]2[CH:19]=[C:18]([C:20]3[C:21]([O:35][CH:36]4[CH2:39][CH2:38][CH2:37]4)=[C:22]4[C:27](=[CH:28][CH:29]=3)[N:26]([C:30]([O:32][CH3:33])=[O:31])[C@@H:25]([CH3:34])[CH2:24][CH2:23]4)[CH:17]=[N:16]2)[C@@H:11]([F:40])[CH2:10]1)=O)(C)(C)C. Product: [CH:36]1([O:35][C:21]2[C:20]([C:18]3[CH:17]=[N:16][N:15]([C@@H:12]4[CH2:13][CH2:14][NH:9][CH2:10][C@@H:11]4[F:40])[CH:19]=3)=[CH:29][CH:28]=[C:27]3[C:22]=2[CH2:23][CH2:24][C@H:25]([CH3:34])[N:26]3[C:30]([O:32][CH3:33])=[O:31])[CH2:37][CH2:38][CH2:39]1. The catalyst class is: 12. (3) Reactant: F[C:2]1[CH:10]=[C:9]([F:11])[CH:8]=[C:7]([F:12])[C:3]=1[C:4]([OH:6])=[O:5].[F:13][C:14]1[CH:20]=[C:19]([I:21])[CH:18]=[CH:17][C:15]=1[NH2:16].[NH2-].[Li+].Cl. Product: [F:12][C:7]1[CH:8]=[C:9]([F:11])[CH:10]=[C:2]([NH:16][C:15]2[CH:17]=[CH:18][C:19]([I:21])=[CH:20][C:14]=2[F:13])[C:3]=1[C:4]([OH:6])=[O:5]. The catalyst class is: 10. (4) Reactant: [CH3:1][C:2]1[N:7]=[CH:6][C:5]([CH2:8][NH:9][C:10]([C:12]2[C:17](C(O)=O)=[CH:16][CH:15]=[CH:14][C:13]=2C2C=CC=CC=2)=[O:11])=[CH:4][N:3]=1.Cl.[CH3:28][N:29]([CH3:38])[CH2:30][CH2:31][CH2:32]N=C=NCC.[OH2:39].ON1[C:45]2[CH:46]=[CH:47][CH:48]=[CH:49][C:44]=2N=N1.N1CCC[CH2:51]1.C(N(CC)C(C)C)(C)C. Product: [CH3:51][C:44]1[CH:49]=[CH:48][C:47]([C:16]2[CH:15]=[C:14]([C:28]([N:29]3[CH2:38][CH2:32][CH2:31][CH2:30]3)=[O:39])[CH:13]=[C:12]([C:10]([NH:9][CH2:8][C:5]3[CH:6]=[N:7][C:2]([CH3:1])=[N:3][CH:4]=3)=[O:11])[CH:17]=2)=[CH:46][CH:45]=1. The catalyst class is: 2. (5) Reactant: [N+:1]([C:4]1[CH:5]=[C:6]([CH:8]=[CH:9][CH:10]=1)[NH2:7])([O-:3])=[O:2].[CH3:11][C:12]1([C:16](O)=[O:17])[CH2:15][O:14][CH2:13]1.CCN=C=NCCCN(C)C.Cl. Product: [CH3:11][C:12]1([C:16]([NH:7][C:6]2[CH:8]=[CH:9][CH:10]=[C:4]([N+:1]([O-:3])=[O:2])[CH:5]=2)=[O:17])[CH2:15][O:14][CH2:13]1. The catalyst class is: 17. (6) Product: [CH2:1]([C:3]1[CH:8]=[CH:7][C:6]([CH2:9][C:10]([NH:16][O:15][CH3:14])=[O:11])=[CH:5][CH:4]=1)[CH3:2]. The catalyst class is: 93. Reactant: [CH2:1]([C:3]1[CH:8]=[CH:7][C:6]([CH2:9][C:10](Cl)=[O:11])=[CH:5][CH:4]=1)[CH3:2].Cl.[CH3:14][O:15][NH2:16].C(=O)([O-])[O-].[Na+].[Na+].